Predict the reaction yield, written as a fraction of the theoretical maximum amount of product (1.0 means a 100% yield; for example, 0.34 means a 34% yield). From a dataset of Reaction yield outcomes from USPTO patents with 853,638 reactions. (1) The reactants are [Cl:1][C:2]1[C:7]([F:8])=[C:6](Cl)[N:5]=[CH:4][N:3]=1.[OH-].[NH4+:11]. The catalyst is C(O)CCC. The product is [Cl:1][C:2]1[N:3]=[CH:4][N:5]=[C:6]([NH2:11])[C:7]=1[F:8]. The yield is 0.890. (2) The reactants are [CH3:1][C:2]1[O:6][N:5]=[C:4]([C:7]2[CH:12]=[CH:11][CH:10]=[CH:9][CH:8]=2)[C:3]=1[CH2:13][O:14][C:15]1[CH:23]=[CH:22][C:18]([C:19]([OH:21])=O)=[CH:17][N:16]=1.Cl.[C:25]([O:29][C:30](=[O:33])[CH2:31][NH2:32])([CH3:28])([CH3:27])[CH3:26]. No catalyst specified. The product is [C:25]([O:29][C:30](=[O:33])[CH2:31][NH:32][C:19]([C:18]1[CH:17]=[N:16][C:15]([O:14][CH2:13][C:3]2[C:4]([C:7]3[CH:8]=[CH:9][CH:10]=[CH:11][CH:12]=3)=[N:5][O:6][C:2]=2[CH3:1])=[CH:23][CH:22]=1)=[O:21])([CH3:28])([CH3:27])[CH3:26]. The yield is 0.810.